This data is from Reaction yield outcomes from USPTO patents with 853,638 reactions. The task is: Predict the reaction yield, written as a fraction of the theoretical maximum amount of product (1.0 means a 100% yield; for example, 0.34 means a 34% yield). (1) The reactants are [C:1]([O:5][C:6]([C:8]([NH2:12])([OH:11])[CH2:9][CH3:10])=[O:7])([CH3:4])([CH3:3])[CH3:2].[CH3:13][C@H:14]([C:27]([OH:29])=[O:28])[C:15]1[CH:16]=[CH:17][C:18]2[CH:19]=[C:20]([O:25][CH3:26])[CH:21]=[CH:22][C:23]=2[CH:24]=1.CCN=C=NCCCN(C)C.Cl. The catalyst is ClCCl.CN(C1C=CN=CC=1)C. The product is [C:6]([C:8]([NH2:12])([OH:11])[CH2:9][CH3:10])([O:5][C:1]([CH3:2])([CH3:4])[CH3:3])=[O:7].[CH3:13][C@H:14]([C:27]([OH:29])=[O:28])[C:15]1[CH:16]=[CH:17][C:18]2[CH:19]=[C:20]([O:25][CH3:26])[CH:21]=[CH:22][C:23]=2[CH:24]=1. The yield is 0.930. (2) The reactants are [CH:1]1([CH2:7][N:8]([CH2:29][C:30]2[CH:35]=[CH:34][C:33]([F:36])=[CH:32][C:31]=2[F:37])[C:9](=[O:28])[CH2:10][O:11][C:12]2[CH:17]=[CH:16][C:15]([CH2:18][C@H:19]([O:25][CH2:26][CH3:27])[C:20]([O:22]CC)=[O:21])=[CH:14][CH:13]=2)[CH2:6][CH2:5][CH2:4][CH2:3][CH2:2]1.[Li+].[OH-].Cl. The catalyst is C(#N)C. The product is [CH:1]1([CH2:7][N:8]([CH2:29][C:30]2[CH:35]=[CH:34][C:33]([F:36])=[CH:32][C:31]=2[F:37])[C:9](=[O:28])[CH2:10][O:11][C:12]2[CH:13]=[CH:14][C:15]([CH2:18][C@H:19]([O:25][CH2:26][CH3:27])[C:20]([OH:22])=[O:21])=[CH:16][CH:17]=2)[CH2:6][CH2:5][CH2:4][CH2:3][CH2:2]1. The yield is 0.890. (3) The reactants are [C:1]12([C:8]([OH:10])=[O:9])CC(C[CH2:6]1)C=[CH:2]2.Cl.[CH3:12]N(C)CCCN=C=NCC.O.ON1[C:29]2[CH:30]=[CH:31][CH:32]=[CH:33][C:28]=2N=N1.C(N(CC)CC)C. The catalyst is CN(C=O)C.C(OCC)(=O)C.CCCCCC. The product is [CH:28]12[CH2:12][CH:31]([CH:32]=[CH:33]1)[CH2:30][CH:29]2[C:8]([OH:10])=[O:9].[CH3:6][C:1](=[CH:2][C:28]1[CH:33]=[CH:32][CH:31]=[CH:30][CH:29]=1)[C:8]([OH:10])=[O:9]. The yield is 0.600. (4) The reactants are [C:1]1([C@@H:13]2[CH2:18][CH2:17][CH2:16][N:15](C(OC(C)(C)C)=O)[CH2:14]2)[N:5]2[C:6]3[CH:12]=[CH:11][NH:10][C:7]=3[N:8]=[CH:9][C:4]2=[CH:3][N:2]=1.O1CCOCC1.[ClH:32]. The catalyst is CCOCC. The product is [ClH:32].[NH:15]1[CH2:16][CH2:17][CH2:18][C@@H:13]([C:1]2[N:5]3[C:6]4[CH:12]=[CH:11][NH:10][C:7]=4[N:8]=[CH:9][C:4]3=[CH:3][N:2]=2)[CH2:14]1. The yield is 0.940. (5) The reactants are [C:1]1([C:7]2[NH:8][C:9]([C:22]3[CH:27]=[CH:26][N:25]=[CH:24][CH:23]=3)=[C:10]([C:12]3[CH:13]=[C:14]4[C:18](=[CH:19][CH:20]=3)[C:17](=O)[CH2:16][CH2:15]4)[N:11]=2)[CH:6]=[CH:5][CH:4]=[CH:3][CH:2]=1.Cl.[NH2:29][OH:30].Cl. The product is [C:1]1([C:7]2[NH:8][C:9]([C:22]3[CH:27]=[CH:26][N:25]=[CH:24][CH:23]=3)=[C:10]([C:12]3[CH:13]=[C:14]4[C:18](=[CH:19][CH:20]=3)[C:17](=[N:29][OH:30])[CH2:16][CH2:15]4)[N:11]=2)[CH:6]=[CH:5][CH:4]=[CH:3][CH:2]=1. The yield is 0.800. The catalyst is [OH-].[Na+].C(O)C.